Dataset: Forward reaction prediction with 1.9M reactions from USPTO patents (1976-2016). Task: Predict the product of the given reaction. Given the reactants Br[C:2]1[CH:20]=[CH:19][C:5]([C:6]([NH:8][CH:9]2[C:14]([CH3:16])([CH3:15])[C@H:13]3[CH2:17][C@:10]2([CH3:18])[CH2:11][CH2:12]3)=[O:7])=[CH:4][C:3]=1[S:21]([N:24]1[CH2:29][CH2:28][O:27][CH2:26][CH2:25]1)(=[O:23])=[O:22].[CH2:30]([OH:37])[C:31]1[CH:36]=[CH:35][CH:34]=[CH:33][CH:32]=1.C(OCC)(=O)C, predict the reaction product. The product is: [CH2:30]([O:37][C:2]1[CH:20]=[CH:19][C:5]([C:6]([NH:8][CH:9]2[C:14]([CH3:16])([CH3:15])[C@H:13]3[CH2:17][C@:10]2([CH3:18])[CH2:11][CH2:12]3)=[O:7])=[CH:4][C:3]=1[S:21]([N:24]1[CH2:29][CH2:28][O:27][CH2:26][CH2:25]1)(=[O:23])=[O:22])[C:31]1[CH:36]=[CH:35][CH:34]=[CH:33][CH:32]=1.